This data is from Forward reaction prediction with 1.9M reactions from USPTO patents (1976-2016). The task is: Predict the product of the given reaction. (1) Given the reactants [Cl:1][C:2]1[S:6][C:5]([NH:7][C:8](=[O:28])[N:9]([CH2:13][CH2:14][CH:15]([C:22]2[CH:27]=[CH:26][CH:25]=[CH:24][CH:23]=2)[C:16]2[CH:21]=[CH:20][CH:19]=[CH:18][CH:17]=2)[CH2:10][CH2:11]O)=[N:4][C:3]=1[C:29]1[CH:34]=[CH:33][C:32]([NH:35][S:36]([CH3:39])(=[O:38])=[O:37])=[CH:31][CH:30]=1.Cl[C:41](OCC1C=CC=CC=1)=[O:42], predict the reaction product. The product is: [Cl:1][C:2]1[S:6][C:5]([NH:7][C:8](=[O:28])[N:9]([CH2:13][CH2:14][CH:15]([C:16]2[CH:17]=[CH:18][CH:19]=[CH:20][CH:21]=2)[C:22]2[CH:27]=[CH:26][CH:25]=[CH:24][CH:23]=2)[CH2:10][CH2:11][CH2:41][OH:42])=[N:4][C:3]=1[C:29]1[CH:30]=[CH:31][C:32]([NH:35][S:36]([CH3:39])(=[O:37])=[O:38])=[CH:33][CH:34]=1. (2) Given the reactants [N+:1]([C:4]1[CH:25]=[CH:24][C:7]([C:8]([NH:10][C:11]2[CH:23]=[CH:22][C:14]3[O:15][C:16]4[CH2:21][CH2:20][CH2:19][CH2:18][C:17]=4[C:13]=3[CH:12]=2)=[O:9])=[CH:6][CH:5]=1)([O-])=O, predict the reaction product. The product is: [NH2:1][C:4]1[CH:25]=[CH:24][C:7]([C:8]([NH:10][C:11]2[CH:23]=[CH:22][C:14]3[O:15][C:16]4[CH2:21][CH2:20][CH2:19][CH2:18][C:17]=4[C:13]=3[CH:12]=2)=[O:9])=[CH:6][CH:5]=1. (3) Given the reactants [CH:1]1[C:13]2[CH:12]([CH2:14][O:15][C:16](=[O:22])[NH:17][CH2:18][N:19]=[C:20]=[O:21])[C:11]3[C:6](=[CH:7][CH:8]=[CH:9][CH:10]=3)[C:5]=2[CH:4]=[CH:3][CH:2]=1.[N+:23](=[C:25]1[N:29]=[CH:28][N:27]=[C:26]1[C:30]([NH2:32])=[O:31])=[N-:24], predict the reaction product. The product is: [CH:10]1[C:11]2[CH:12]([CH2:14][O:15][C:16](=[O:22])[NH:17][CH2:18][N:19]3[C:20](=[O:21])[N:29]4[CH:28]=[N:27][C:26]([C:30](=[O:31])[NH2:32])=[C:25]4[N:23]=[N:24]3)[C:13]3[C:5](=[CH:4][CH:3]=[CH:2][CH:1]=3)[C:6]=2[CH:7]=[CH:8][CH:9]=1. (4) Given the reactants [CH2:1]([O:3][C:4]([C:6]1[NH:18][C:9]2=[N:10][C:11]([Br:17])=[C:12]([O:14][CH2:15][CH3:16])[CH:13]=[C:8]2[CH:7]=1)=[O:5])[CH3:2].CC(C)([O-])C.[K+].[C:25]([O:29][C:30]([N:32]1[CH2:36][C@H:35]([CH3:37])OS1(=O)=O)=[O:31])([CH3:28])([CH3:27])[CH3:26], predict the reaction product. The product is: [CH2:1]([O:3][C:4]([C:6]1[N:18]([C@H:35]([CH3:37])[CH2:36][NH:32][C:30]([O:29][C:25]([CH3:28])([CH3:27])[CH3:26])=[O:31])[C:9]2=[N:10][C:11]([Br:17])=[C:12]([O:14][CH2:15][CH3:16])[CH:13]=[C:8]2[CH:7]=1)=[O:5])[CH3:2]. (5) Given the reactants N1C=CC=CC=1.[CH3:7][O:8][CH:9]1[C@@H:13]2[O:14][C:15]([CH3:18])([CH3:17])[O:16][C@@H:12]2[C@@H:11]([CH2:19][OH:20])[O:10]1.C(=O)(O)[O-].[Na+], predict the reaction product. The product is: [CH3:7][O:8][CH:9]1[C@@H:13]2[O:14][C:15]([CH3:18])([CH3:17])[O:16][C@@H:12]2[C@H:11]([CH:19]=[O:20])[O:10]1. (6) Given the reactants [CH2:1]([CH:3]1[O:5][CH2:4]1)Cl.[OH:6][C:7]1[CH:12]=[C:11]([OH:13])[CH:10]=[CH:9][C:8]=1[C:14]12[CH2:23][CH:18]3[CH2:19][CH:20]([CH2:22][CH:16]([CH2:17]3)[CH2:15]1)[CH2:21]2.[OH-].[Na+].C[CH2:27][C:28]([CH3:30])=[O:29], predict the reaction product. The product is: [CH2:1]([O:6][C:7]1[CH:12]=[C:11]([O:13][CH2:27][CH:28]2[O:29][CH2:30]2)[CH:10]=[CH:9][C:8]=1[C:14]12[CH2:15][CH:16]3[CH2:22][CH:20]([CH2:19][CH:18]([CH2:17]3)[CH2:23]1)[CH2:21]2)[CH:3]1[O:5][CH2:4]1. (7) Given the reactants [NH:1]1[CH2:6][CH2:5][NH:4][CH2:3][CH2:2]1.[Cl:7][C:8]1[C:16]2[N:15]=[C:14]([C:17]3[CH:18]=[C:19]([C:23]4[CH:28]=[CH:27][C:26]([CH:29]=O)=[CH:25][CH:24]=4)[CH:20]=[CH:21][CH:22]=3)[NH:13][C:12]=2[CH:11]=[CH:10][CH:9]=1.C(C1C=CC(B(O)O)=CC=1)=O.ClC1C2[N:50]=[C:49]([C:52]3[CH:57]=[CH:56][CH:55]=C(I)C=3)NC=2C=CC=1.IC1C=C(C=CC=1)C=O, predict the reaction product. The product is: [Cl:7][C:8]1[C:16]2[N:15]=[C:14]([C:17]3[CH:18]=[C:19]([C:23]4[CH:28]=[CH:27][C:26]([CH2:29][N:1]5[CH2:6][CH2:5][N:4]([C:57]6[CH:52]=[CH:49][N:50]=[CH:55][CH:56]=6)[CH2:3][CH2:2]5)=[CH:25][CH:24]=4)[CH:20]=[CH:21][CH:22]=3)[NH:13][C:12]=2[CH:11]=[CH:10][CH:9]=1. (8) Given the reactants Cl[CH2:2][C:3]1[CH:4]=[N:5][CH:6]=[C:7]([CH:10]=1)[C:8]#[N:9].[NH3:11], predict the reaction product. The product is: [NH2:11][CH2:2][C:3]1[CH:4]=[N:5][CH:6]=[C:7]([CH:10]=1)[C:8]#[N:9]. (9) The product is: [CH3:1][O:2][C:3](=[O:51])[NH:4][C@@H:5]([CH:48]([CH3:50])[CH3:49])[C:6]([N:8]1[CH2:12][C@@H:11]([CH3:13])[CH2:10][C@H:9]1[C:14]1[NH:15][C:16]([C:19]2[CH:24]=[C:23]3[CH2:25][O:26][C:27]4[CH:47]=[C:46]5[C:30]([CH:31]=[CH:32][C:33]6[N:37]=[C:36]([C@@H:38]7[CH2:42][C@H:41]([CH2:43][O:44][CH3:45])[CH2:40][N:39]7[C:58](=[O:59])[C@@H:57]([NH:56][C:54]([O:53][CH3:52])=[O:55])[CH:61]([CH3:63])[CH3:62])[NH:35][C:34]=65)=[CH:29][C:28]=4[C:22]3=[CH:21][CH:20]=2)=[CH:17][N:18]=1)=[O:7]. Given the reactants [CH3:1][O:2][C:3](=[O:51])[NH:4][C@@H:5]([CH:48]([CH3:50])[CH3:49])[C:6]([N:8]1[CH2:12][C@@H:11]([CH3:13])[CH2:10][C@H:9]1[C:14]1[NH:15][C:16]([C:19]2[CH:24]=[C:23]3[CH2:25][O:26][C:27]4[CH:47]=[C:46]5[C:30]([CH:31]=[CH:32][C:33]6[N:37]=[C:36]([C@@H:38]7[CH2:42][C@H:41]([CH2:43][O:44][CH3:45])[CH2:40][NH:39]7)[NH:35][C:34]=65)=[CH:29][C:28]=4[C:22]3=[CH:21][CH:20]=2)=[CH:17][N:18]=1)=[O:7].[CH3:52][O:53][C:54]([NH:56][CH:57]([CH:61]([CH3:63])[CH3:62])[C:58](O)=[O:59])=[O:55].CN(C(ON1N=NC2C=CC=NC1=2)=[N+](C)C)C.F[P-](F)(F)(F)(F)F.C(N(C(C)C)CC)(C)C, predict the reaction product.